Dataset: CYP1A2 inhibition data for predicting drug metabolism from PubChem BioAssay. Task: Regression/Classification. Given a drug SMILES string, predict its absorption, distribution, metabolism, or excretion properties. Task type varies by dataset: regression for continuous measurements (e.g., permeability, clearance, half-life) or binary classification for categorical outcomes (e.g., BBB penetration, CYP inhibition). Dataset: cyp1a2_veith. The compound is Cc1cccc(NC(=O)C23CCC(C)(C2Br)C3(C)C)c1. The result is 1 (inhibitor).